This data is from Reaction yield outcomes from USPTO patents with 853,638 reactions. The task is: Predict the reaction yield, written as a fraction of the theoretical maximum amount of product (1.0 means a 100% yield; for example, 0.34 means a 34% yield). (1) The reactants are CO.[H-].[Na+].[C:5]([O:12][CH3:13])(=[O:11])[CH2:6][C:7]([O:9][CH3:10])=[O:8].Br[CH2:15][C:16]1[CH:21]=[CH:20][CH:19]=[C:18]([N+:22]([O-:24])=[O:23])[C:17]=1[CH2:25]Br. The catalyst is CCOCC. The product is [CH3:10][O:9][C:7]([C:6]1([C:5]([O:12][CH3:13])=[O:11])[CH2:25][C:17]2[C:16](=[CH:21][CH:20]=[CH:19][C:18]=2[N+:22]([O-:24])=[O:23])[CH2:15]1)=[O:8]. The yield is 0.670. (2) The reactants are [Cl:1][C:2]1[CH:7]=[CH:6][C:5]([O:8][C:9]2[CH:14]=[CH:13][C:12]([CH2:15][NH:16][C:17]([NH2:19])=[NH:18])=[CH:11][CH:10]=2)=[CH:4][C:3]=1[C:20]([F:23])([F:22])[F:21].[OH:24]/[CH:25]=[C:26](/[CH2:31][C:32]1[CH:33]=[N:34][CH:35]=[N:36][CH:37]=1)\[C:27](OC)=O.[C:38]([O-:41])([O-])=[O:39].[Cs+].[Cs+]. The catalyst is CN1C(=O)CCC1. The product is [F:21][C:20]([F:23])([F:22])[C:38]([OH:41])=[O:39].[Cl:1][C:2]1[CH:7]=[CH:6][C:5]([O:8][C:9]2[CH:14]=[CH:13][C:12]([CH2:15][NH:16][C:17]3[NH:19][CH:27]=[C:26]([CH2:31][C:32]4[CH:37]=[N:36][CH:35]=[N:34][CH:33]=4)[C:25](=[O:24])[N:18]=3)=[CH:11][CH:10]=2)=[CH:4][C:3]=1[C:20]([F:21])([F:22])[F:23]. The yield is 0.0760.